Dataset: Catalyst prediction with 721,799 reactions and 888 catalyst types from USPTO. Task: Predict which catalyst facilitates the given reaction. (1) Reactant: [CH2:1]([N:8]([CH3:35])[C:9]1[N:14]=[C:13]([C:15]([NH:17][CH:18]([C:22]2[CH:27]=[CH:26][C:25]([O:28][C:29]([F:32])([F:31])[F:30])=[CH:24][CH:23]=2)[CH2:19][O:20][CH3:21])=[O:16])[CH:12]=[C:11]([O:33]C)[N:10]=1)[C:2]1[CH:7]=[CH:6][CH:5]=[CH:4][CH:3]=1.Cl.N1C=CC=CC=1.O. Product: [CH2:1]([N:8]([CH3:35])[C:9]1[NH:10][C:11](=[O:33])[CH:12]=[C:13]([C:15]([NH:17][CH:18]([C:22]2[CH:23]=[CH:24][C:25]([O:28][C:29]([F:31])([F:30])[F:32])=[CH:26][CH:27]=2)[CH2:19][O:20][CH3:21])=[O:16])[N:14]=1)[C:2]1[CH:3]=[CH:4][CH:5]=[CH:6][CH:7]=1. The catalyst class is: 9. (2) Reactant: Cl.[Cl:2][C:3]1[CH:4]=[C:5]([C:10]2([C:23]([F:26])([F:25])[F:24])[O:14][N:13]=[C:12]([C:15]3[CH:16]=[C:17]([CH:20]=[CH:21][CH:22]=3)[CH2:18][NH2:19])[CH2:11]2)[CH:6]=[C:7]([Cl:9])[CH:8]=1.C(N(CC)CC)C.[C:34](Cl)(=[O:38])[CH2:35][CH2:36][CH3:37]. Product: [Cl:2][C:3]1[CH:4]=[C:5]([C:10]2([C:23]([F:24])([F:26])[F:25])[O:14][N:13]=[C:12]([C:15]3[CH:16]=[C:17]([CH:20]=[CH:21][CH:22]=3)[CH2:18][NH:19][C:34](=[O:38])[CH2:35][CH2:36][CH3:37])[CH2:11]2)[CH:6]=[C:7]([Cl:9])[CH:8]=1. The catalyst class is: 2. (3) Reactant: [H-].[Na+].[CH3:3][CH2:4][O:5][C:6]([CH:8](P(OCC)(OCC)=O)[CH3:9])=[O:7].[CH:18]([C:20]1[CH:25]=[CH:24][C:23]([C:26]2[CH:31]=[CH:30][CH:29]=[C:28]([CH2:32][N:33](C)[C:34](=[O:41])[C:35]3[CH:40]=[CH:39][CH:38]=[CH:37][CH:36]=3)[CH:27]=2)=[CH:22][CH:21]=1)=O.O. The catalyst class is: 1. Product: [CH3:9]/[C:8](=[CH:18]\[C:20]1[CH:25]=[CH:24][C:23]([C:26]2[CH:31]=[CH:30][CH:29]=[C:28]([CH2:32][NH:33][C:34]([C:35]3[CH:40]=[CH:39][CH:38]=[CH:37][CH:36]=3)=[O:41])[CH:27]=2)=[CH:22][CH:21]=1)/[C:6]([O:5][CH2:4][CH3:3])=[O:7]. (4) Reactant: [CH3:1][C:2]1([CH3:11])[CH2:8][NH:7][C:6](=[O:9])[CH2:5][C:4](=[O:10])[CH2:3]1.[Br:12]Br. Product: [Br:12][CH:5]1[C:4](=[O:10])[CH2:3][C:2]([CH3:11])([CH3:1])[CH2:8][NH:7][C:6]1=[O:9]. The catalyst class is: 15. (5) Product: [Br:10][C:4]1[N:3]=[C:2]([NH:1][C:17]([C:18]([CH3:21])([CH3:20])[CH3:19])=[O:22])[C:7]([O:8][CH3:9])=[CH:6][CH:5]=1. The catalyst class is: 2. Reactant: [NH2:1][C:2]1[C:7]([O:8][CH3:9])=[CH:6][CH:5]=[C:4]([Br:10])[N:3]=1.N1C=CC=CC=1.[C:17](Cl)(=[O:22])[C:18]([CH3:21])([CH3:20])[CH3:19].